Dataset: Reaction yield outcomes from USPTO patents with 853,638 reactions. Task: Predict the reaction yield, written as a fraction of the theoretical maximum amount of product (1.0 means a 100% yield; for example, 0.34 means a 34% yield). The reactants are [CH3:1][O:2][C:3]1[CH:4]=[C:5]2[C:10](=[CH:11][C:12]=1[O:13][CH3:14])[N:9]=[CH:8][CH:7]=[C:6]2[O:15][C:16]1[CH:22]=[CH:21][C:19]([NH2:20])=[CH:18][CH:17]=1.Cl[C:24](Cl)([O:26][C:27](=[O:33])OC(Cl)(Cl)Cl)Cl.[CH2:35](O)[CH2:36][CH2:37][CH2:38][CH2:39]C.C(=O)(O)[O-].[Na+]. The catalyst is C(Cl)Cl.C(N(CC)CC)C.C1(C)C=CC=CC=1. The product is [CH3:1][O:2][C:3]1[CH:4]=[C:5]2[C:10](=[CH:11][C:12]=1[O:13][CH3:14])[N:9]=[CH:8][CH:7]=[C:6]2[O:15][C:16]1[CH:22]=[CH:21][C:19]([NH:20][C:27](=[O:33])[O:26][CH2:24][CH2:35][CH2:36][CH2:37][CH2:38][CH3:39])=[CH:18][CH:17]=1. The yield is 0.700.